The task is: Predict the product of the given reaction.. This data is from Forward reaction prediction with 1.9M reactions from USPTO patents (1976-2016). (1) The product is: [NH2:33][C:29]1[C:28]([CH3:34])=[C:27]([C:9]2[CH:18]=[C:17]3[C:12]([CH:13]=[C:14]([NH:19][C:20]([CH:22]4[CH2:23][CH2:24]4)=[O:21])[N:15]=[CH:16]3)=[CH:11][CH:10]=2)[CH:32]=[N:31][CH:30]=1. Given the reactants CC1(C)C(C)(C)OB([C:9]2[CH:18]=[C:17]3[C:12]([CH:13]=[C:14]([NH:19][C:20]([CH:22]4[CH2:24][CH2:23]4)=[O:21])[N:15]=[CH:16]3)=[CH:11][CH:10]=2)O1.Br[C:27]1[C:28]([CH3:34])=[C:29]([NH2:33])[CH:30]=[N:31][CH:32]=1.C(=O)([O-])[O-].[Cs+].[Cs+].O1CCOCC1.O.C(=O)(O)[O-].[Na+], predict the reaction product. (2) Given the reactants [Br:1][C:2]1[CH:20]=[C:19]([CH2:21]Cl)[CH:18]=[CH:17][C:3]=1[O:4][CH2:5][C:6]1[N:7]=[C:8]([C:12]2[O:13][CH:14]=[CH:15][CH:16]=2)[O:9][C:10]=1[CH3:11].[CH2:23]([N:30]1[CH:34]=[C:33]([C:35]([O:37][CH2:38][CH3:39])=[O:36])[C:32]([OH:40])=[N:31]1)[C:24]1[CH:29]=[CH:28][CH:27]=[CH:26][CH:25]=1.C(=O)([O-])[O-].[K+].[K+].CN(C)C=O, predict the reaction product. The product is: [CH2:23]([N:30]1[CH:34]=[C:33]([C:35]([O:37][CH2:38][CH3:39])=[O:36])[C:32]([O:40][CH2:21][C:19]2[CH:18]=[CH:17][C:3]([O:4][CH2:5][C:6]3[N:7]=[C:8]([C:12]4[O:13][CH:14]=[CH:15][CH:16]=4)[O:9][C:10]=3[CH3:11])=[C:2]([Br:1])[CH:20]=2)=[N:31]1)[C:24]1[CH:25]=[CH:26][CH:27]=[CH:28][CH:29]=1. (3) Given the reactants [CH3:1][O:2][C:3]1[CH:29]=[CH:28][C:6]([CH2:7][N:8]2[CH2:12][CH:11]([CH2:13][CH2:14][O:15]S(C3C=CC(C)=CC=3)(=O)=O)[N:10]([CH3:26])[C:9]2=[O:27])=[CH:5][CH:4]=1.[CH2:30]([O:32][C:33](=[O:46])[C:34]([O:37][C:38]1[CH:43]=[CH:42][C:41](O)=[CH:40][C:39]=1[CH3:45])([CH3:36])[CH3:35])[CH3:31].C(=O)([O-])[O-].[Cs+].[Cs+], predict the reaction product. The product is: [CH2:30]([O:32][C:33](=[O:46])[C:34]([O:37][C:38]1[CH:43]=[CH:42][C:41]([O:15][CH2:14][CH2:13][CH:11]2[CH2:12][N:8]([CH2:7][C:6]3[CH:5]=[CH:4][C:3]([O:2][CH3:1])=[CH:29][CH:28]=3)[C:9](=[O:27])[N:10]2[CH3:26])=[CH:40][C:39]=1[CH3:45])([CH3:35])[CH3:36])[CH3:31]. (4) The product is: [Cl:1][C:2]1[N:3]=[C:4]([N:12]2[CH2:17][CH2:16][CH2:15][C@@H:14]([NH:18][C:26](=[O:27])[O:28][C:29]([CH3:32])([CH3:31])[CH3:30])[CH2:13]2)[C:5]2[N:11]=[CH:10][CH:9]=[CH:8][C:6]=2[N:7]=1. Given the reactants [Cl:1][C:2]1[N:3]=[C:4]([N:12]2[CH2:17][CH2:16][CH2:15][C@@H:14]([NH2:18])[CH2:13]2)[C:5]2[N:11]=[CH:10][CH:9]=[CH:8][C:6]=2[N:7]=1.C(N(CC)CC)C.[C:26](O[C:26]([O:28][C:29]([CH3:32])([CH3:31])[CH3:30])=[O:27])([O:28][C:29]([CH3:32])([CH3:31])[CH3:30])=[O:27], predict the reaction product. (5) Given the reactants CN(C)[CH:3]=[CH:4][C:5]([C:7]1[CH:8]=[C:9]([P:13]([C:20]2[CH:25]=[CH:24][CH:23]=[CH:22][CH:21]=2)[C:14]2[CH:19]=[CH:18][CH:17]=[CH:16][CH:15]=2)[CH:10]=[CH:11][CH:12]=1)=O.O.[NH2:28][NH2:29], predict the reaction product. The product is: [NH:28]1[CH:3]=[CH:4][C:5]([C:7]2[CH:8]=[C:9]([P:13]([C:20]3[CH:25]=[CH:24][CH:23]=[CH:22][CH:21]=3)[C:14]3[CH:15]=[CH:16][CH:17]=[CH:18][CH:19]=3)[CH:10]=[CH:11][CH:12]=2)=[N:29]1. (6) Given the reactants [C:1]([O:5][C:6]([N:8]1[CH2:13][CH2:12][C:11]([CH2:21][NH2:22])([C:14]2[CH:19]=[CH:18][C:17]([I:20])=[CH:16][CH:15]=2)[CH2:10][CH2:9]1)=[O:7])([CH3:4])([CH3:3])[CH3:2].[Cl:23][C:24]1[CH:25]=[C:26]([S:31](Cl)(=[O:33])=[O:32])[CH:27]=[CH:28][C:29]=1[F:30].N1C=CC=CC=1, predict the reaction product. The product is: [C:1]([O:5][C:6]([N:8]1[CH2:9][CH2:10][C:11]([CH2:21][NH:22][S:31]([C:26]2[CH:27]=[CH:28][C:29]([F:30])=[C:24]([Cl:23])[CH:25]=2)(=[O:33])=[O:32])([C:14]2[CH:19]=[CH:18][C:17]([I:20])=[CH:16][CH:15]=2)[CH2:12][CH2:13]1)=[O:7])([CH3:4])([CH3:3])[CH3:2]. (7) Given the reactants [F:1][C:2]1[CH:3]=[CH:4][C:5]([CH2:8]O)=[N:6][CH:7]=1.S(Cl)([Cl:12])=O, predict the reaction product. The product is: [ClH:12].[Cl:12][CH2:8][C:5]1[CH:4]=[CH:3][C:2]([F:1])=[CH:7][N:6]=1. (8) Given the reactants FC(F)(F)C(O)=O.[Br:8][C:9]1[CH:10]=[C:11]([C:14]2([C:34]#[N:35])[CH:18]([CH2:19][C:20]([CH3:23])([CH3:22])[CH3:21])[NH:17][CH:16]([C:24](O)=[O:25])[CH:15]2[C:27]2[CH:32]=[CH:31][CH:30]=[C:29]([Cl:33])[CH:28]=2)[S:12][CH:13]=1.[CH3:36][C:37]1([CH3:45])[O:41][C@@H:40]([CH2:42][CH2:43][NH2:44])[CH2:39][O:38]1.F[P-](F)(F)(F)(F)F.N1(OC(N(C)C)=[N+](C)C)C2N=CC=CC=2N=N1.CCN(C(C)C)C(C)C, predict the reaction product. The product is: [CH3:36][C:37]1([CH3:45])[O:41][C@@H:40]([CH2:42][CH2:43][NH:44][C:24]([CH:16]2[CH:15]([C:27]3[CH:32]=[CH:31][CH:30]=[C:29]([Cl:33])[CH:28]=3)[C:14]([C:11]3[S:12][CH:13]=[C:9]([Br:8])[CH:10]=3)([C:34]#[N:35])[CH:18]([CH2:19][C:20]([CH3:23])([CH3:22])[CH3:21])[NH:17]2)=[O:25])[CH2:39][O:38]1. (9) The product is: [C:30]([C:27]1[N:28]=[CH:29][C:24]([N:3]2[C:2](=[O:1])[C:6]3([CH2:9][CH2:8][CH2:7]3)[N:5]([C:10]3[CH:15]=[CH:14][C:13]([O:16][CH:17]4[CH2:22][CH2:21][N:20]([C:37]([NH2:36])=[O:38])[CH2:19][CH2:18]4)=[CH:12][CH:11]=3)[C:4]2=[S:23])=[CH:25][C:26]=1[C:32]([F:34])([F:33])[F:35])#[N:31]. Given the reactants [O:1]=[C:2]1[C:6]2([CH2:9][CH2:8][CH2:7]2)[N:5]([C:10]2[CH:15]=[CH:14][C:13]([O:16][CH:17]3[CH2:22][CH2:21][NH:20][CH2:19][CH2:18]3)=[CH:12][CH:11]=2)[C:4](=[S:23])[N:3]1[C:24]1[CH:25]=[C:26]([C:32]([F:35])([F:34])[F:33])[C:27]([C:30]#[N:31])=[N:28][CH:29]=1.[N:36]([Si](C)(C)C)=[C:37]=[O:38].O, predict the reaction product. (10) Given the reactants Cl[C:2]1[CH:7]=[C:6]([CH3:8])[C:5]([C:9](=[O:11])[CH3:10])=[C:4]([CH3:12])[CH:3]=1.[O-]P([O-])([O-])=O.[K+].[K+].[K+].[O:21]([C:28]1[CH:33]=[CH:32][C:31]([OH:34])=[CH:30][CH:29]=1)[C:22]1[CH:27]=[CH:26][CH:25]=[CH:24][CH:23]=1, predict the reaction product. The product is: [CH3:8][C:6]1[CH:7]=[C:2]([O:34][C:31]2[CH:30]=[CH:29][C:28]([O:21][C:22]3[CH:27]=[CH:26][CH:25]=[CH:24][CH:23]=3)=[CH:33][CH:32]=2)[CH:3]=[C:4]([CH3:12])[C:5]=1[C:9](=[O:11])[CH3:10].